From a dataset of NCI-60 drug combinations with 297,098 pairs across 59 cell lines. Regression. Given two drug SMILES strings and cell line genomic features, predict the synergy score measuring deviation from expected non-interaction effect. (1) Drug 1: C1CCC(CC1)NC(=O)N(CCCl)N=O. Drug 2: C(CCl)NC(=O)N(CCCl)N=O. Cell line: HOP-62. Synergy scores: CSS=10.3, Synergy_ZIP=1.02, Synergy_Bliss=8.87, Synergy_Loewe=1.64, Synergy_HSA=4.19. (2) Drug 1: C1=C(C(=O)NC(=O)N1)N(CCCl)CCCl. Drug 2: C1=NC2=C(N1)C(=S)N=C(N2)N. Cell line: SR. Synergy scores: CSS=86.8, Synergy_ZIP=2.16, Synergy_Bliss=1.74, Synergy_Loewe=1.51, Synergy_HSA=4.39.